This data is from Full USPTO retrosynthesis dataset with 1.9M reactions from patents (1976-2016). The task is: Predict the reactants needed to synthesize the given product. (1) The reactants are: [C:1]([C:5]1[CH:9]=[C:8]([NH:10][C:11]([NH:13][C@@H:14]2[C:23]3[C:18](=[CH:19][CH:20]=[CH:21][CH:22]=3)[C@H:17]([O:24][C:25]3[CH:26]=[CH:27][C:28]4[N:29]([C:31]([N:34]5[CH2:39][CH2:38][CH2:37][CH2:36][C@@H:35]5[CH3:40])=[N:32][N:33]=4)[CH:30]=3)[CH2:16][CH2:15]2)=[O:12])[N:7]([C:41]2[CH:42]=[C:43]([CH:50]=[CH:51][CH:52]=2)[CH2:44][O:45]S(C)(=O)=O)[N:6]=1)([CH3:4])([CH3:3])[CH3:2].CCN(C(C)C)C(C)C.[CH3:62][O:63][CH:64]1[CH2:69][CH2:68][NH:67][CH2:66][CH2:65]1. Given the product [CH:44]([OH:45])=[O:63].[C:1]([C:5]1[CH:9]=[C:8]([NH:10][C:11]([NH:13][C@@H:14]2[C:23]3[C:18](=[CH:19][CH:20]=[CH:21][CH:22]=3)[C@H:17]([O:24][C:25]3[CH:26]=[CH:27][C:28]4[N:29]([C:31]([N:34]5[CH2:39][CH2:38][CH2:37][CH2:36][C@@H:35]5[CH3:40])=[N:32][N:33]=4)[CH:30]=3)[CH2:16][CH2:15]2)=[O:12])[N:7]([C:41]2[CH:52]=[CH:51][CH:50]=[C:43]([CH2:44][N:67]3[CH2:68][CH2:69][CH:64]([O:63][CH3:62])[CH2:65][CH2:66]3)[CH:42]=2)[N:6]=1)([CH3:4])([CH3:2])[CH3:3], predict the reactants needed to synthesize it. (2) Given the product [NH2:8][C:9]1[S:10][C@:11]2([C:25]([O:27][CH3:28])=[O:26])[C@H:13]([C@:14]([C:17]3[CH:22]=[C:21]([N+:42]([O-:44])=[O:43])[CH:20]=[C:19]([F:23])[C:18]=3[F:24])([CH3:16])[N:15]=1)[CH2:12]2, predict the reactants needed to synthesize it. The reactants are: C(OC([N:8](COCC[Si](C)(C)C)[C:9]1[S:10][C@:11]2([C:25]([O:27][CH3:28])=[O:26])[C@H:13]([C@:14]([C:17]3[CH:22]=[CH:21][CH:20]=[C:19]([F:23])[C:18]=3[F:24])([CH3:16])[N:15]=1)[CH2:12]2)=O)(C)(C)C.S(=O)(=O)(O)O.[N+:42]([O-])([O-:44])=[O:43].[Na+].[O-]P([O-])([O-])=O.[K+].[K+].[K+].[OH-].[Na+]. (3) Given the product [C:22]([C:19]1[CH:18]=[CH:17][C:16]([C:13]2[S:12][C:11]([CH2:10][C:6]3[CH:5]=[C:4]([CH:9]=[CH:8][CH:7]=3)[C:3]([OH:24])=[O:2])=[N:15][N:14]=2)=[CH:21][CH:20]=1)#[N:23], predict the reactants needed to synthesize it. The reactants are: C[O:2][C:3](=[O:24])[C:4]1[CH:9]=[CH:8][CH:7]=[C:6]([CH2:10][C:11]2[S:12][C:13]([C:16]3[CH:21]=[CH:20][C:19]([C:22]#[N:23])=[CH:18][CH:17]=3)=[N:14][N:15]=2)[CH:5]=1.CO.[OH-].[Na+].Cl.